From a dataset of NCI-60 drug combinations with 297,098 pairs across 59 cell lines. Regression. Given two drug SMILES strings and cell line genomic features, predict the synergy score measuring deviation from expected non-interaction effect. (1) Drug 1: CN(C)N=NC1=C(NC=N1)C(=O)N. Drug 2: CC(C1=C(C=CC(=C1Cl)F)Cl)OC2=C(N=CC(=C2)C3=CN(N=C3)C4CCNCC4)N. Cell line: A498. Synergy scores: CSS=2.82, Synergy_ZIP=-2.17, Synergy_Bliss=-2.31, Synergy_Loewe=-6.49, Synergy_HSA=-3.11. (2) Drug 1: C1CN1P(=S)(N2CC2)N3CC3. Drug 2: CC1=C2C(C(=O)C3(C(CC4C(C3C(C(C2(C)C)(CC1OC(=O)C(C(C5=CC=CC=C5)NC(=O)OC(C)(C)C)O)O)OC(=O)C6=CC=CC=C6)(CO4)OC(=O)C)O)C)O. Cell line: T-47D. Synergy scores: CSS=13.1, Synergy_ZIP=-5.13, Synergy_Bliss=-4.50, Synergy_Loewe=-3.16, Synergy_HSA=-3.87. (3) Synergy scores: CSS=3.99, Synergy_ZIP=-0.503, Synergy_Bliss=1.81, Synergy_Loewe=-1.08, Synergy_HSA=-0.0347. Cell line: UO-31. Drug 2: C1=NNC2=C1C(=O)NC=N2. Drug 1: COC1=NC(=NC2=C1N=CN2C3C(C(C(O3)CO)O)O)N. (4) Drug 1: C1=C(C(=O)NC(=O)N1)F. Drug 2: COC1=NC(=NC2=C1N=CN2C3C(C(C(O3)CO)O)O)N. Cell line: KM12. Synergy scores: CSS=27.5, Synergy_ZIP=-4.46, Synergy_Bliss=-8.83, Synergy_Loewe=-11.1, Synergy_HSA=-4.65.